This data is from Full USPTO retrosynthesis dataset with 1.9M reactions from patents (1976-2016). The task is: Predict the reactants needed to synthesize the given product. (1) The reactants are: C([O:5][C:6](=[O:40])[CH2:7][O:8][C:9]1[C:14]2[CH2:15][CH2:16][CH2:17][CH2:18][CH:19]([NH:20][S:21]([C:24]3[CH:29]=[CH:28][C:27]([C:30]4[CH:35]=[CH:34][CH:33]=[C:32]([S:36]([CH3:39])(=[O:38])=[O:37])[CH:31]=4)=[CH:26][CH:25]=3)(=[O:23])=[O:22])[C:13]=2[CH:12]=[CH:11][CH:10]=1)(C)(C)C.[OH-].[Na+]. Given the product [CH3:39][S:36]([C:32]1[CH:31]=[C:30]([C:27]2[CH:28]=[CH:29][C:24]([S:21]([NH:20][CH:19]3[C:13]4[CH:12]=[CH:11][CH:10]=[C:9]([O:8][CH2:7][C:6]([OH:40])=[O:5])[C:14]=4[CH2:15][CH2:16][CH2:17][CH2:18]3)(=[O:23])=[O:22])=[CH:25][CH:26]=2)[CH:35]=[CH:34][CH:33]=1)(=[O:37])=[O:38], predict the reactants needed to synthesize it. (2) Given the product [CH:27]1([CH2:26][N:21]2[C:22]3[C:18](=[CH:17][C:16]([N:12]4[CH2:11][C@H:10]([CH2:9][NH:8][C:1](=[O:3])[CH3:2])[O:14][C:13]4=[O:15])=[CH:24][C:23]=3[F:25])[CH2:19][C:20]2=[O:30])[CH2:28][CH2:29]1, predict the reactants needed to synthesize it. The reactants are: [C:1](OC(=O)C)(=[O:3])[CH3:2].[NH2:8][CH2:9][C@H:10]1[O:14][C:13](=[O:15])[N:12]([C:16]2[CH:17]=[C:18]3[C:22](=[C:23]([F:25])[CH:24]=2)[N:21]([CH2:26][CH:27]2[CH2:29][CH2:28]2)[C:20](=[O:30])[CH2:19]3)[CH2:11]1.N1C=CC=CC=1. (3) Given the product [NH:13]1[C:12]2[C:14]3[S:23][CH:22]=[CH:21][C:15]=3[C:16]3[CH:20]=[CH:19][S:18][C:17]=3[C:11]=2[N:10]=[C:9]1[C:3]1[C:34]([C:33]#[N:28])=[CH:5][CH:6]=[CH:7][C:2]=1[C:24]#[N:25], predict the reactants needed to synthesize it. The reactants are: Br[C:2]1[CH:7]=[CH:6][CH:5]=C(Br)[C:3]=1[C:9]1[NH:10][C:11]2[C:17]3[S:18][CH:19]=[CH:20][C:16]=3[C:15]3[CH:21]=[CH:22][S:23][C:14]=3[C:12]=2[N:13]=1.[C:24]([Cu])#[N:25].[OH-].[NH4+:28].C(O[CH2:33][CH3:34])(=O)C. (4) Given the product [Br:15][C:16]1[C:17]([O:23][CH3:24])=[CH:18][C:19]([F:22])=[C:20]([C:9]([C:8]2[CH:12]=[CH:13][CH:14]=[C:6]([F:5])[CH:7]=2)=[O:10])[CH:21]=1, predict the reactants needed to synthesize it. The reactants are: [Cl-].[Al+3].[Cl-].[Cl-].[F:5][C:6]1[CH:7]=[C:8]([CH:12]=[CH:13][CH:14]=1)[C:9](Cl)=[O:10].[Br:15][C:16]1[CH:21]=[CH:20][C:19]([F:22])=[CH:18][C:17]=1[O:23][CH3:24].O. (5) The reactants are: [H-].[Na+].[F:3][C:4]1[CH:9]=[C:8]([F:10])[CH:7]=[CH:6][C:5]=1[SH:11].Br[CH2:13][CH2:14][CH2:15][O:16][CH:17]1[CH2:22][CH2:21][CH2:20][CH2:19][O:18]1. Given the product [F:3][C:4]1[CH:9]=[C:8]([F:10])[CH:7]=[CH:6][C:5]=1[S:11][CH2:13][CH2:14][CH2:15][O:16][CH:17]1[CH2:22][CH2:21][CH2:20][CH2:19][O:18]1, predict the reactants needed to synthesize it.